Dataset: Forward reaction prediction with 1.9M reactions from USPTO patents (1976-2016). Task: Predict the product of the given reaction. (1) Given the reactants [C:1]1(=[O:7])[O:6][C:4](=[O:5])[CH2:3][CH2:2]1.[CH3:8][O:9][C:10]1[CH:11]=[C:12]2[C:17](=[C:18]3[CH2:22][C:21]([CH3:24])([CH3:23])[O:20][C:19]=13)[C:16]([C:25]1[CH:26]=[C:27]([NH2:31])[CH:28]=[CH:29][CH:30]=1)=[N:15][C:14]([CH3:33])([CH3:32])[CH2:13]2.C(OCC)C, predict the reaction product. The product is: [O:7]=[C:1]([NH:31][C:27]1[CH:28]=[CH:29][CH:30]=[C:25]([C:16]2[C:17]3[C:12](=[CH:11][C:10]([O:9][CH3:8])=[C:19]4[O:20][C:21]([CH3:24])([CH3:23])[CH2:22][C:18]4=3)[CH2:13][C:14]([CH3:33])([CH3:32])[N:15]=2)[CH:26]=1)[CH2:2][CH2:3][C:4]([OH:6])=[O:5]. (2) Given the reactants C(OC([N:8]1[CH2:13][CH2:12][C:11](=[CH:14][C:15]2[CH:20]=[CH:19][CH:18]=[C:17]([O:21][CH2:22][C:23]3[CH:28]=[CH:27][CH:26]=[CH:25][CH:24]=3)[CH:16]=2)[CH2:10][CH2:9]1)=O)(C)(C)C.[F:29][C:30]([F:35])([F:34])[C:31]([OH:33])=[O:32], predict the reaction product. The product is: [F:29][C:30]([F:35])([F:34])[C:31]([OH:33])=[O:32].[CH2:22]([O:21][C:17]1[CH:16]=[C:15]([CH:20]=[CH:19][CH:18]=1)[CH:14]=[C:11]1[CH2:12][CH2:13][NH:8][CH2:9][CH2:10]1)[C:23]1[CH:24]=[CH:25][CH:26]=[CH:27][CH:28]=1. (3) Given the reactants I[C:2]1[N:3]=[CH:4][N:5]([C:7]([C:20]2[CH:25]=[CH:24][CH:23]=[CH:22][CH:21]=2)([C:14]2[CH:19]=[CH:18][CH:17]=[CH:16][CH:15]=2)[C:8]2[CH:13]=[CH:12][CH:11]=[CH:10][CH:9]=2)[CH:6]=1.C([Mg]Br)C.[N:30]1[C:39]2[C:34](=[CH:35][CH:36]=[CH:37][C:38]=2[CH:40]=[O:41])[CH:33]=[CH:32][CH:31]=1, predict the reaction product. The product is: [N:30]1[C:39]2[C:34](=[CH:35][CH:36]=[CH:37][C:38]=2[CH:40]([C:6]2[N:5]([C:7]([C:14]3[CH:19]=[CH:18][CH:17]=[CH:16][CH:15]=3)([C:8]3[CH:9]=[CH:10][CH:11]=[CH:12][CH:13]=3)[C:20]3[CH:25]=[CH:24][CH:23]=[CH:22][CH:21]=3)[CH:4]=[N:3][CH:2]=2)[OH:41])[CH:33]=[CH:32][CH:31]=1. (4) Given the reactants [F:1][C:2]1[CH:10]=[C:9]2[C:5]([CH:6]=[CH:7][N:8]2[Si:11]([CH:18]([CH3:20])[CH3:19])([CH:15]([CH3:17])[CH3:16])[CH:12]([CH3:14])[CH3:13])=[CH:4][CH:3]=1.C([Li])(CC)C.[C:26](=O)([O:30]CC)[O:27][CH2:28][CH3:29].[Cl-].[NH4+], predict the reaction product. The product is: [C:26]([C:3]1[CH:4]=[C:5]2[C:9](=[CH:10][C:2]=1[F:1])[N:8]([Si:11]([CH:15]([CH3:17])[CH3:16])([CH:18]([CH3:20])[CH3:19])[CH:12]([CH3:13])[CH3:14])[CH:7]=[CH:6]2)([O:27][CH2:28][CH3:29])=[O:30]. (5) The product is: [C:22]1([C:25]2[CH:26]=[CH:27][CH:28]=[CH:29][CH:30]=2)[CH:21]=[CH:20][C:19]([CH2:18][N:2]2[CH2:7][CH2:6][CH:5]([CH2:8][CH2:9][N:10]3[C:14](=[O:15])[CH2:13][O:12][C:11]3=[O:16])[CH2:4][CH2:3]2)=[CH:24][CH:23]=1. Given the reactants Cl.[NH:2]1[CH2:7][CH2:6][CH:5]([CH2:8][CH2:9][N:10]2[C:14](=[O:15])[CH2:13][O:12][C:11]2=[O:16])[CH2:4][CH2:3]1.Cl[CH2:18][C:19]1[CH:24]=[CH:23][C:22]([C:25]2[CH:30]=[CH:29][CH:28]=[CH:27][CH:26]=2)=[CH:21][CH:20]=1.C(=O)([O-])[O-].[Na+].[Na+], predict the reaction product. (6) Given the reactants C(=O)([O-])[O-].[K+].[K+].[ClH:7].C([S:11][CH:12]1[CH2:17][CH2:16][N:15]([CH:18]([C:24]2[CH:29]=[CH:28][CH:27]=[CH:26][C:25]=2[F:30])[C:19]([CH:21]2[CH2:23][CH2:22]2)=[O:20])[CH2:14]/[C:13]/1=[CH:31]\[C:32]1[N:36]([CH2:37][C:38]([O:40][CH3:41])=[O:39])[N:35]=[N:34][N:33]=1)(=O)C, predict the reaction product. The product is: [ClH:7].[CH:21]1([C:19](=[O:20])[CH:18]([N:15]2[CH2:16][CH2:17][CH:12]([SH:11])/[C:13](=[CH:31]/[C:32]3[N:36]([CH2:37][C:38]([O:40][CH3:41])=[O:39])[N:35]=[N:34][N:33]=3)/[CH2:14]2)[C:24]2[CH:29]=[CH:28][CH:27]=[CH:26][C:25]=2[F:30])[CH2:23][CH2:22]1. (7) Given the reactants Cl.O1CCOCC1.[OH:8][CH2:9][C:10]1([CH2:23][O:24][CH3:25])[CH2:15][CH2:14][N:13](C(OC(C)(C)C)=O)[CH2:12][CH2:11]1, predict the reaction product. The product is: [CH3:25][O:24][CH2:23][C:10]1([CH2:9][OH:8])[CH2:15][CH2:14][NH:13][CH2:12][CH2:11]1.